Task: Binary Classification. Given a miRNA mature sequence and a target amino acid sequence, predict their likelihood of interaction.. Dataset: Experimentally validated miRNA-target interactions with 360,000+ pairs, plus equal number of negative samples (1) The protein sequence of the target gene is MNNDINSSVESLNSACNMQSDTDTAPLLEDGQHASNQGAASSSRGQPQASPRQKMQRSQPVHILRRLQEEDQQLRTASLPAIPNPFPELTGAAPGSPPSVAPSSLPPPPSQPPAKHCGRCEKWIPGENTRGNGKRKIWRWQFPPGFQLSKLTRPGLWTKTTARFSKKQPKNQCPTDTVNPVARMPTSQMEKLRLRKDVKVFSEDGTSKVVEILTDMTARDLCQLLVYKSHCVDDNSWTLVEHHPQLGLERCLEDHEIVVQVESTMPSESKFLFRKNYAKYEFFKNPVNFFPDQMVNWCQQ.... The miRNA is rno-miR-96-5p with sequence UUUGGCACUAGCACAUUUUUGCU. Result: 0 (no interaction). (2) The miRNA is gga-miR-181a-5p with sequence AACAUUCAACGCUGUCGGUGAGU. The protein sequence of the target gene is MRLLAGWLCLSLASVWLARRMWTLRSPLSRSLYVNMTSGPGGPAAAAGGGKDTHQWYVCNREKLCESLQSVFVQSYLDQGTQIFLNNSIEKSGWLFIQLYHSFVSSVFSLFMSRTSINGLLGRGSMFVFSPDQFQRLLRINPDWKTHRLLDLGAGDGEVTKIMSPHFEEIYATELSETMIWQLQKKKYRVLGINEWQNTGFQYDVISCLNLLDRCDQPLTLLKDIRSVLEPTQGRVILALVLPFHPYVENVGGKWEKPSEILEIKGQNWEEQVNSLPEVFRKAGFVVEAFTRLPYLCEGD.... Result: 0 (no interaction). (3) The miRNA is hsa-miR-4633-5p with sequence AUAUGCCUGGCUAGCUCCUC. The protein sequence of the target gene is MAVRGEAAQDLAKPGLGGASPARVARGNHRHRGESSPSPRGSGCCWRALALQPLRRSPQLSSALCAGSLSVLLALLVRLVGGEVGGELEKSQEAAAEEEEEEGARGGVFPGPRGGAPGGGAQLSPWLQPAALLFSLLCAFFWMGLCLLRAGVRLPLAVALLAACCAGEALVQLSLGVGDGRLLSLPAAGVLLSCLGGATWLVLRLRLGVLMVAWTSVLRTVALVSLERFKVAWRPYLAYLAAVLGLLLARYAEQILPQCSGPAPPRERFGSQLSARTKEEIPGWKRRRRSSSVVAGEMSG.... Result: 0 (no interaction). (4) The miRNA is ssc-miR-421-3p with sequence AUCAACAGACAUUAAUUGGGCGC. The protein sequence of the target gene is MAATASPGAGRMDGKPRTSPKSVKFLFGGLAGMGATVFVQPLDLVKNRMQLSGEGAKTREYKTSFHALTSILKTEGLKGIYTGLSAGLLRQATYTTTRLGIYTVLFERLTGADGTPPGFLLKALIGMTAGATGAFVGTPAEVALIRMTADGRLPADQRRGYKNVFNALVRIAREEGVPTLWRGCIPTMARAVVVNAAQLASYSQSKQFLLDSGYFSDNILCHFCASMISGLVTTAASMPVDIVKTRIQNMRMIDGKPEYKNGLDVLLKVVRYEGFFSLWKGFTPYYARLGPHTVLTFIFL.... Result: 0 (no interaction). (5) The miRNA is hsa-miR-135b-5p with sequence UAUGGCUUUUCAUUCCUAUGUGA. The protein sequence of the target gene is MTTKDYPSLWGFGTTKTFKIPIEHLDFKYIEKCSDVKHLEKILCVLRSGEEGYYPELTEFCEKHLQALAPESRALRKDKPAATAASFTAEEWEKIDGDIKSWVSEIKKEEDKMHFHETETFPAMKDNLPPVRGSNSCLHVGKEKYSKRPTKKKTPRDYAEWDKFDVEKECLKIDEDYKEKTVIDKSHLSKIETRIDTAGLTEKEKDFLATREKEKGNEAFNSGDYEEAVMYYTRSISALPTVVAYNNRAQAEIKLQNWNSAFQDCEKVLELEPGNVKALLRRATTYKHQNKLREATEDLS.... Result: 0 (no interaction). (6) The miRNA is hsa-miR-7150 with sequence CUGGCAGGGGGAGAGGUA. The protein sequence of the target gene is MAEAVAAPISPWTMAATIQAMERKIESQAARLLSLEGRTGMAEKKLADCEKTAVEFGNQLEGKWAVLGTLLQEYGLLQRRLENVENLLRNRNFWILRLPPGSKGESPKEWGKLEDWQKELYKHVMRGNYETLVSLDYAISKPEVLSQIEQGKEPCNWRRPGPKIPDVPVDPSPGSGPPVPAPDLLMQIKQEGELQLQEQQALGVEAWAAGQPDIGEEPWGLSQLDSGAGDISTDATSGVHSNFSTTIPPTSWQTDLPPHHPSSACSDGTLKLNTAASTEDVKIVIKTEVQEEEVVATPVH.... Result: 0 (no interaction). (7) The miRNA is hsa-miR-4750-3p with sequence CCUGACCCACCCCCUCCCGCAG. The protein sequence of the target gene is MELVRRLMPLTLLILSCLAELTMAEAEGNASCTVSLGGANMAETHKAMILQLNPSENCTWTIERPENKSIRIIFSYVQLDPDGSCESENIKVFDGTSSNGPLLGQVCSKNDYVPVFESSSSTLTFQIVTDSARIQRTVFVFYYFFSPNISIPNCGGYLDTLEGSFTSPNYPKPHPELAYCVWHIQVEKDYKIKLNFKEIFLEIDKQCKFDFLAIYDGPSTNSGLIGQVCGRVTPTFESSSNSLTVVLSTDYANSYRGFSASYTSIYAENINTTSLTCSSDRMRVIISKSYLEAFNSNGNN.... Result: 0 (no interaction).